This data is from Catalyst prediction with 721,799 reactions and 888 catalyst types from USPTO. The task is: Predict which catalyst facilitates the given reaction. Reactant: N(C[C@@H](C1C=CC(OCC2C=CC=CC=2)=C2C=1C=CC(=O)N2)O)=[N+]=[N-].[Si]([O:33][CH2:34][C:35]1[CH:36]=[C:37]([C@@H:42]([OH:76])[CH2:43][NH:44][CH2:45][C:46]2[CH:47]=[C:48]([CH:73]=[CH:74][CH:75]=2)[C:49]([NH:51][CH2:52][C:53]2[C:54]([NH:66][CH:67]3[CH2:72][CH2:71][O:70][CH2:69][CH2:68]3)=[C:55]3[CH:63]=[N:62][N:61]([CH2:64][CH3:65])[C:56]3=[N:57][C:58]=2[CH2:59][CH3:60])=[O:50])[CH:38]=[CH:39][C:40]=1[OH:41])(C(C)(C)C)(C)C. Product: [CH2:64]([N:61]1[C:56]2=[N:57][C:58]([CH2:59][CH3:60])=[C:53]([CH2:52][NH:51][C:49](=[O:50])[C:48]3[CH:73]=[CH:74][CH:75]=[C:46]([CH2:45][NH:44][CH2:43][C@H:42]([OH:76])[C:37]4[CH:38]=[CH:39][C:40]([OH:41])=[C:35]([CH2:34][OH:33])[CH:36]=4)[CH:47]=3)[C:54]([NH:66][CH:67]3[CH2:68][CH2:69][O:70][CH2:71][CH2:72]3)=[C:55]2[CH:63]=[N:62]1)[CH3:65]. The catalyst class is: 17.